This data is from Reaction yield outcomes from USPTO patents with 853,638 reactions. The task is: Predict the reaction yield, written as a fraction of the theoretical maximum amount of product (1.0 means a 100% yield; for example, 0.34 means a 34% yield). (1) The reactants are [CH3:1][N:2]([CH3:22])[C:3]1[CH:8]=[CH:7][C:6]([C:9]([C:13]2[CH:18]=[CH:17][C:16]([N:19]([CH3:21])[CH3:20])=[CH:15][CH:14]=2)=[C:10](Br)[CH3:11])=[CH:5][CH:4]=1.C1COCC1.C([Li])CCC.Cl[P:34]([CH:41]1[CH2:46][CH2:45][CH2:44][CH2:43][CH2:42]1)[CH:35]1[CH2:40][CH2:39][CH2:38][CH2:37][CH2:36]1. The catalyst is O. The product is [CH3:1][N:2]([CH3:22])[C:3]1[CH:8]=[CH:7][C:6]([C:9]([C:13]2[CH:18]=[CH:17][C:16]([N:19]([CH3:21])[CH3:20])=[CH:15][CH:14]=2)=[C:10]([P:34]([CH:41]2[CH2:42][CH2:43][CH2:44][CH2:45][CH2:46]2)[CH:35]2[CH2:40][CH2:39][CH2:38][CH2:37][CH2:36]2)[CH3:11])=[CH:5][CH:4]=1. The yield is 0.230. (2) The catalyst is CN(C=O)C. The reactants are [C:1]([C:3]1[C:11]2[C:6](=[CH:7][C:8]([OH:12])=[CH:9][CH:10]=2)[N:5]([CH:13]2[CH2:16][CH2:15][CH2:14]2)[C:4]=1[C:17]1[CH:22]=[CH:21][C:20]([NH:23][C:24]([NH:26][S:27]([CH:30]([CH3:32])[CH3:31])(=[O:29])=[O:28])=[O:25])=[CH:19][CH:18]=1)#[N:2].C([O-])([O-])=O.[Cs+].[Cs+].Cl[C:40]1[N:45]=[CH:44][CH:43]=[CH:42][N:41]=1.O. The product is [C:1]([C:3]1[C:11]2[C:6](=[CH:7][C:8]([O:12][C:40]3[N:45]=[CH:44][CH:43]=[CH:42][N:41]=3)=[CH:9][CH:10]=2)[N:5]([CH:13]2[CH2:14][CH2:15][CH2:16]2)[C:4]=1[C:17]1[CH:22]=[CH:21][C:20]([NH:23][C:24]([NH:26][S:27]([CH:30]([CH3:32])[CH3:31])(=[O:29])=[O:28])=[O:25])=[CH:19][CH:18]=1)#[N:2]. The yield is 0.610. (3) The reactants are [C:1]([O:5][C:6]([N:8]1[CH2:11][CH:10]([O:12][C:13]2[CH:18]=[C:17]([Cl:19])[CH:16]=[CH:15][C:14]=2[OH:20])[CH2:9]1)=[O:7])([CH3:4])([CH3:3])[CH3:2].[CH2:21]([O:23][C:24]([C:26]1[CH:30]=[C:29]([CH2:31]Br)[O:28][C:27]=1[C:33]([F:36])([F:35])[F:34])=[O:25])[CH3:22].C([O-])([O-])=O.[Cs+].[Cs+]. The catalyst is CN(C=O)C. The product is [C:1]([O:5][C:6]([N:8]1[CH2:9][CH:10]([O:12][C:13]2[CH:18]=[C:17]([Cl:19])[CH:16]=[CH:15][C:14]=2[O:20][CH2:31][C:29]2[O:28][C:27]([C:33]([F:35])([F:36])[F:34])=[C:26]([C:24]([O:23][CH2:21][CH3:22])=[O:25])[CH:30]=2)[CH2:11]1)=[O:7])([CH3:4])([CH3:2])[CH3:3]. The yield is 0.710. (4) The reactants are [CH:1]([OH:3])=O.C(OC(=O)C)(=O)C.[CH:11]([NH:24][OH:25])([C:18]1[CH:23]=[CH:22][CH:21]=[CH:20][CH:19]=1)[C:12]1[CH:17]=[CH:16][CH:15]=[CH:14][CH:13]=1.Cl. The catalyst is [OH-].[Na+]. The product is [CH:11]([N:24]([OH:25])[CH:1]=[O:3])([C:18]1[CH:19]=[CH:20][CH:21]=[CH:22][CH:23]=1)[C:12]1[CH:17]=[CH:16][CH:15]=[CH:14][CH:13]=1. The yield is 0.660. (5) The reactants are [N+:1]([C:4]1[CH:5]=[C:6]([NH2:11])[C:7]([NH2:10])=[N:8][CH:9]=1)([O-:3])=[O:2].[OH-].[Na+].[CH:14](O)=O. The catalyst is O. The product is [N+:1]([C:4]1[CH:5]=[C:6]2[N:11]=[CH:14][NH:10][C:7]2=[N:8][CH:9]=1)([O-:3])=[O:2]. The yield is 0.980. (6) The reactants are [F:1][C:2]1[CH:10]=[C:9]([F:11])[C:8]([F:12])=[CH:7][C:3]=1[C:4]([OH:6])=O.C(Cl)(=O)C(Cl)=O.Cl.[F:20][C:21]([F:26])([F:25])[C@@H:22]([NH2:24])[CH3:23].[OH-].[Na+]. The catalyst is C(#N)C.C1(C)C=CC=CC=1.CN(C)C=O. The product is [F:1][C:2]1[CH:10]=[C:9]([F:11])[C:8]([F:12])=[CH:7][C:3]=1[C:4]([NH:24][C@@H:22]([CH3:23])[C:21]([F:26])([F:25])[F:20])=[O:6]. The yield is 0.840. (7) The reactants are [Si:1]([O:18][CH2:19][C:20]1[O:24][C:23]([C:25]2[CH:30]=[CH:29][CH:28]=[CH:27][CH:26]=2)=[N:22][C:21]=1[CH2:31][OH:32])([C:14]([CH3:17])([CH3:16])[CH3:15])([C:8]1[CH:13]=[CH:12][CH:11]=[CH:10][CH:9]=1)[C:2]1[CH:7]=[CH:6][CH:5]=[CH:4][CH:3]=1.C(P(CCCC)CCCC)CCC.[CH3:46][C:47]1[O:51][C:50]([C:52]2[CH:57]=[CH:56][CH:55]=[CH:54][CH:53]=2)=[N:49][C:48]=1[CH2:58][O:59][C:60]1[CH:65]=[CH:64][C:63](O)=[CH:62][CH:61]=1.N(C(N1CCCCC1)=O)=NC(N1CCCCC1)=O. The catalyst is O1CCCC1. The product is [Si:1]([O:18][CH2:19][C:20]1[O:24][C:23]([C:25]2[CH:26]=[CH:27][CH:28]=[CH:29][CH:30]=2)=[N:22][C:21]=1[CH2:31][O:32][C:63]1[CH:62]=[CH:61][C:60]([O:59][CH2:58][C:48]2[N:49]=[C:50]([C:52]3[CH:57]=[CH:56][CH:55]=[CH:54][CH:53]=3)[O:51][C:47]=2[CH3:46])=[CH:65][CH:64]=1)([C:14]([CH3:15])([CH3:16])[CH3:17])([C:8]1[CH:9]=[CH:10][CH:11]=[CH:12][CH:13]=1)[C:2]1[CH:7]=[CH:6][CH:5]=[CH:4][CH:3]=1. The yield is 0.810. (8) The reactants are C(OC([N:8]1[CH2:15][CH:14]2[CH:10]([CH2:11][N:12]([C:16](=[O:29])[CH2:17][N:18]3[C:22]([CH3:23])=[C:21]([Cl:24])[C:20]([C:25]([F:28])([F:27])[F:26])=[N:19]3)[CH2:13]2)[CH2:9]1)=O)(C)(C)C.FC(F)(F)C(O)=O. No catalyst specified. The product is [Cl:24][C:21]1[C:20]([C:25]([F:28])([F:26])[F:27])=[N:19][N:18]([CH2:17][C:16]([N:12]2[CH2:13][CH:14]3[CH:10]([CH2:9][NH:8][CH2:15]3)[CH2:11]2)=[O:29])[C:22]=1[CH3:23]. The yield is 0.990. (9) The reactants are [CH3:1][O:2][CH2:3][C:4]1[N:9]=[C:8]([CH2:10][CH2:11][CH3:12])[NH:7][C:6](=[O:13])[CH:5]=1.Br[CH2:15][C:16]1[CH:21]=[CH:20][C:19]([C:22]2[C:23]([C:28]#[N:29])=[CH:24][CH:25]=[CH:26][CH:27]=2)=[CH:18][CH:17]=1.C(=O)([O-])[O-].[K+].[K+]. The catalyst is C(#N)C.C(OCC)(=O)C. The product is [CH3:1][O:2][CH2:3][C:4]1[N:9]=[C:8]([CH2:10][CH2:11][CH3:12])[N:7]([CH2:15][C:16]2[CH:17]=[CH:18][C:19]([C:22]3[C:23]([C:28]#[N:29])=[CH:24][CH:25]=[CH:26][CH:27]=3)=[CH:20][CH:21]=2)[C:6](=[O:13])[CH:5]=1. The yield is 0.430. (10) The reactants are C(OC(=O)[NH:7][CH2:8][C:9](=[O:18])[NH:10][CH2:11][C:12]1[CH:13]=[N:14][CH:15]=[CH:16][CH:17]=1)(C)(C)C. The catalyst is C(O)(C(F)(F)F)=O.C(Cl)Cl. The product is [NH2:7][CH2:8][C:9]([NH:10][CH2:11][C:12]1[CH:13]=[N:14][CH:15]=[CH:16][CH:17]=1)=[O:18]. The yield is 0.800.